From a dataset of HIV replication inhibition screening data with 41,000+ compounds from the AIDS Antiviral Screen. Binary Classification. Given a drug SMILES string, predict its activity (active/inactive) in a high-throughput screening assay against a specified biological target. (1) The compound is CC(C)(C)C1CCC2(CC1)CC(=O)N(N1CCCCCC1)C(=O)C2. The result is 0 (inactive). (2) The molecule is O=C(NNc1ccnc2cc(Cl)ccc12)C(=Cc1ccc2c(c1)OCO2)NC(=O)c1ccccc1. The result is 0 (inactive). (3) The compound is CC1(C)CC(=O)C(=CNC(=S)c2ccccc2)C(=O)C1. The result is 0 (inactive). (4) The molecule is COC(=O)C=CC(C#N)(C#N)N=Cc1ccc(Br)s1. The result is 0 (inactive). (5) The drug is COC(=O)C1=COC2OC3C(=Cc4ccc(O)c(OC)c4)C(=O)OC34C=CC1C24. The result is 0 (inactive). (6) The result is 0 (inactive). The compound is CC(C)(C)OC(=O)N1CCCC1C(=O)N1CCCC1C(=O)Oc1ccccc1. (7) The drug is O=C(Nc1cc(Cl)cc(Cl)c1)C(Cc1nc2ccccc2nc1O)=NNC(=O)c1ccncc1. The result is 0 (inactive). (8) The molecule is COC1OC(Cn2cc([N+](=O)[O-])nc2C)C(O)C(O)C1O. The result is 0 (inactive).